Dataset: Catalyst prediction with 721,799 reactions and 888 catalyst types from USPTO. Task: Predict which catalyst facilitates the given reaction. (1) Reactant: [CH3:1][C:2]1[C:7]([O:8][C:9]2[C:14]([C:15]3[CH:20]=[CH:19][N:18]=[CH:17][N:16]=3)=[CH:13][CH:12]=[CH:11][N:10]=2)=[C:6]([CH3:21])[CH:5]=[CH:4][C:3]=1[NH2:22].[F:23][C:24]([F:35])([F:34])[C:25]1[CH:26]=[C:27]([CH:31]=[CH:32][CH:33]=1)[C:28](Cl)=[O:29].C(N(CC)CC)C. Product: [CH3:1][C:2]1[C:7]([O:8][C:9]2[C:14]([C:15]3[CH:20]=[CH:19][N:18]=[CH:17][N:16]=3)=[CH:13][CH:12]=[CH:11][N:10]=2)=[C:6]([CH3:21])[CH:5]=[CH:4][C:3]=1[NH:22][C:28](=[O:29])[C:27]1[CH:31]=[CH:32][CH:33]=[C:25]([C:24]([F:23])([F:34])[F:35])[CH:26]=1. The catalyst class is: 4. (2) Reactant: [BH4-].[Na+].[N:3]1([CH:9]2[CH2:14][CH2:13][N:12]([CH2:15][C:16]([C:18]3[CH:23]=[CH:22][C:21]([O:24][CH2:25][CH3:26])=[CH:20][CH:19]=3)=[O:17])[CH2:11][CH2:10]2)[CH2:8][CH2:7][CH2:6][CH2:5][CH2:4]1. Product: [N:3]1([CH:9]2[CH2:14][CH2:13][N:12]([CH2:15][CH:16]([C:18]3[CH:23]=[CH:22][C:21]([O:24][CH2:25][CH3:26])=[CH:20][CH:19]=3)[OH:17])[CH2:11][CH2:10]2)[CH2:4][CH2:5][CH2:6][CH2:7][CH2:8]1. The catalyst class is: 5. (3) Reactant: [N:1]1[C:10]2[C:5](=[CH:6][C:7]([CH:11]([CH3:15])[C:12](O)=[O:13])=[CH:8][CH:9]=2)[CH:4]=[CH:3][CH:2]=1.C(N(CC)CC)C.ClC(OCC)=O.[N-:29]=[N+:30]=[N-:31].[Na+]. Product: [N:1]1[C:10]2[C:5](=[CH:6][C:7]([CH:11]([CH3:15])[C:12]([N:29]=[N+:30]=[N-:31])=[O:13])=[CH:8][CH:9]=2)[CH:4]=[CH:3][CH:2]=1. The catalyst class is: 20. (4) Reactant: C(OC(=O)[C:5]([CH2:11][C:12]1([C:15]2[CH:20]=[C:19]([F:21])[CH:18]=[CH:17][C:16]=2[O:22][CH3:23])[CH2:14][CH2:13]1)([OH:10])[C:6]([F:9])([F:8])[F:7])C.[H-].[Al+3].[Li+].[H-].[H-].[H-]. Product: [F:9][C:6]([F:7])([F:8])[C:5](=[O:10])[CH2:11][C:12]1([C:15]2[CH:20]=[C:19]([F:21])[CH:18]=[CH:17][C:16]=2[O:22][CH3:23])[CH2:13][CH2:14]1. The catalyst class is: 1.